This data is from Full USPTO retrosynthesis dataset with 1.9M reactions from patents (1976-2016). The task is: Predict the reactants needed to synthesize the given product. (1) The reactants are: [C:1]([C:3]1[CH:8]=[CH:7][C:6]([C@@H:9]2[C:14]([C:15]#[N:16])=[C:13]([CH3:17])[N:12]([C:18]3[CH:23]=[CH:22][CH:21]=[C:20]([C:24]([F:27])([F:26])[F:25])[CH:19]=3)[C:11](=[O:28])[NH:10]2)=[C:5]([S:29]([CH3:32])(=[O:31])=[O:30])[CH:4]=1)#[N:2].C(N(CC)CC)C.Cl[C:41]([O:43][C:44]1[CH:49]=[CH:48][C:47]([N+:50]([O-:52])=[O:51])=[CH:46][CH:45]=1)=[O:42].O. Given the product [C:15]([C:14]1[C@@H:9]([C:6]2[CH:7]=[CH:8][C:3]([C:1]#[N:2])=[CH:4][C:5]=2[S:29]([CH3:32])(=[O:31])=[O:30])[N:10]([C:41]([O:43][C:44]2[CH:45]=[CH:46][C:47]([N+:50]([O-:52])=[O:51])=[CH:48][CH:49]=2)=[O:42])[C:11](=[O:28])[N:12]([C:18]2[CH:23]=[CH:22][CH:21]=[C:20]([C:24]([F:27])([F:26])[F:25])[CH:19]=2)[C:13]=1[CH3:17])#[N:16], predict the reactants needed to synthesize it. (2) Given the product [F:1][C:2]1[CH:3]=[C:4]([C:8]2[CH:9]=[CH:10][C:11](/[CH:14]=[CH:15]/[CH:16]3[N:21]4[CH:22]([CH2:23][CH2:18][CH2:19][CH2:20]4)[CH:24]4[C:32](=[O:33])[N:28]([CH3:27])[C:29](=[O:34])[CH:30]34)=[N:12][CH:13]=2)[CH:5]=[CH:6][CH:7]=1, predict the reactants needed to synthesize it. The reactants are: [F:1][C:2]1[CH:3]=[C:4]([C:8]2[CH:9]=[CH:10][C:11](/[CH:14]=[CH:15]/[CH:16]=O)=[N:12][CH:13]=2)[CH:5]=[CH:6][CH:7]=1.[CH2:18]1[CH2:23][C@H:22]([C:24](O)=O)[NH:21][CH2:20][CH2:19]1.[CH3:27][N:28]1[C:32](=[O:33])C=[CH:30][C:29]1=[O:34]. (3) Given the product [NH2:18][C:19]1[C:10]([Cl:9])=[CH:11][CH:12]=[CH:13][C:14]=1[C:15]([C:1]1[CH:6]=[CH:5][CH:4]=[CH:3][CH:2]=1)=[O:21], predict the reactants needed to synthesize it. The reactants are: [C:1]1([Mg]Br)[CH:6]=[CH:5][CH:4]=[CH:3][CH:2]=1.[Cl:9][C:10]1[C:19]2[N:18]=C(C)O[C:15](=[O:21])[C:14]=2[CH:13]=[CH:12][CH:11]=1. (4) Given the product [C:3]1([CH:9]([O:12][CH2:14][C:15]([O:17][CH3:18])=[O:16])[C:10]#[CH:11])[CH:8]=[CH:7][CH:6]=[CH:5][CH:4]=1, predict the reactants needed to synthesize it. The reactants are: [H-].[Na+].[C:3]1([CH:9]([OH:12])[C:10]#[CH:11])[CH:8]=[CH:7][CH:6]=[CH:5][CH:4]=1.Br[CH2:14][C:15]([O:17][CH3:18])=[O:16].CCCCCC. (5) Given the product [N+:12]([C:3]1[CH:4]=[N:5][C:6]2[C:11]([C:2]=1[NH:34][CH2:33][C:30]1[CH:29]=[C:28]([C:24]3[CH:23]=[N:22][CH:27]=[CH:26][CH:25]=3)[O:32][N:31]=1)=[CH:10][CH:9]=[CH:8][CH:7]=2)([O-:14])=[O:13], predict the reactants needed to synthesize it. The reactants are: Cl[C:2]1[C:11]2[C:6](=[CH:7][CH:8]=[CH:9][CH:10]=2)[N:5]=[CH:4][C:3]=1[N+:12]([O-:14])=[O:13].C(N(CC)CC)C.[N:22]1[CH:27]=[CH:26][CH:25]=[C:24]([C:28]2[O:32][N:31]=[C:30]([CH2:33][NH2:34])[CH:29]=2)[CH:23]=1.